From a dataset of B-cell epitopes from PDB crystal structures with 447 antigens. Token-level Classification. Given an antigen amino acid sequence, predict which amino acid positions are active epitope sites capable of antibody binding. Output is a list of indices for active positions. (1) Given the antigen sequence: LNLDPVQLTFYAGPNGSQFGFSLDFHKDSHGRVAIVVGAPRTLGPSQEETGGVFLCPWRAEGGQCPSLLFDLRDETRNVGSQTLQTFKARQGLGASVVSWSDVIVACAPWQHWNVLEKTEEAEKTPVGSCFLAQPESGRRAEYSPCRGNTLSRIYVENDFSWDKRYCEAGFSSVVTQAGELVLGAPGGYYFLGLLAQAPVADIFSSYRPGILLWHVSSQSLSFDSSNPEYFDGYWGYSVAVGEFDGDLNTTEYVVGAPTWSWTLGAVEILDSYYQRLHRLRGEQMASYFGHSVAVTDVNGDGRHDLLVGAPLYMESRADRKLAEVGRVYLFLQPRGPHALGAPSLLLTGTQLYGRFGSAIAPLGDLDRDGYNDIAVAAPYGGPSGRGQVLVFLGQSEGLRSRPSQVLDSPFPTGSAFGFSLRGAVDIDDNGYPDLIVGAYGANQVAVYRAQPVVK, which amino acid positions are active epitope sites? The epitope positions are: [76, 77, 78, 79, 80, 81, 82, 83, 84, 116, 117, 147, 148, 149, 152, 153, 154, 156, 157, 158... (33 total positions)]. The amino acids at these positions are: RNVGSQTLQEKGNTRIYENDSSYRPGILLW.... (2) Given the antigen sequence: RRRQLIRQLLERDKTPLAILFMAAVVGTLVGLAAVAFDKGVAWLQNQRMGALVHTADNYPLLLTVAFLCSAVLAMFGYFLVRKYAPEAGGSGIPEIEGALEDQRPVRWWRVLPVKFFGGLGTLGGGMVLGREGPTVQIGGNIGRMVLDIFRLKGDEARHTLLATGAAAGLAAAFNAPLAGILFIIEVMRPQFRYTLISIKAVFIGVIMSTIMYRIFNHEVALIDVGKLSDAPLNTLWLYLILGIIFGIFGPIFNKWVLGMQDLLHRVHGGNITKWVLMGGAIGGLCGLLGFVAPATSGGGFNLIPIATAGNFSMGMLVFIFVARVITTLLCFSSGAPGGIFAPMLALGTVLGTAFGMVAVELFPQYHLEAGTFAIAGMGALLAASIRAPLTGIILVLEMTDNYQLILPMIITGLGATLLAQFTGGKPLYSAILARTLAKQEAEQ, which amino acid positions are active epitope sites? The epitope positions are: [213, 214, 216, 217, 218, 226, 229, 231, 232, 233, 363, 364, 365, 366]. The amino acids at these positions are: RINHEKDPLNPQYH. (3) Given the antigen sequence: ELCDDDPPEIPHATFKAMAYKEGTMLNCECKRIKSGSLYMLCTGNSSHSSWDNQCQCTSSPGHCREPPPWENEATERIYHFVVGQMVYYQCVQGYRALHRGPAESVCKMTHGKTRWTQPQLICT, which amino acid positions are active epitope sites? The epitope positions are: [0, 1, 3, 4, 5, 24, 26, 37, 38, 77, 79, 108, 109, 110, 111, 112, 113, 114]. The amino acids at these positions are: ELDDDMNLYIHMTHGKTR. (4) Given the antigen sequence: CRLDKSNMLAKEAWNWDDITDVRLIGEKLFHGVSMSERCYLMKQVLNFTLEEVPFLARLSNRLSTCHIEGDDLHIQRNVQKLKDTVKKLGESGEIKAIGELDLLFMSLRNACI, which amino acid positions are active epitope sites? The epitope positions are: [13, 14, 15, 16, 17, 18, 19, 20, 25, 26, 29, 106]. The amino acids at these positions are: WNWDDITDGEFS.